Predict the reactants needed to synthesize the given product. From a dataset of Full USPTO retrosynthesis dataset with 1.9M reactions from patents (1976-2016). (1) Given the product [CH2:1]([O:8][C:9]1[CH:14]=[CH:13][C:12]2[C:18]([CH3:20])([CH3:19])[CH2:17][O:16][C:11]=2[CH:10]=1)[C:2]1[CH:7]=[CH:6][CH:5]=[CH:4][CH:3]=1, predict the reactants needed to synthesize it. The reactants are: [CH2:1]([O:8][C:9]1[CH:14]=[CH:13][C:12](Br)=[C:11]([O:16][CH2:17][C:18]([CH3:20])=[CH2:19])[CH:10]=1)[C:2]1[CH:7]=[CH:6][CH:5]=[CH:4][CH:3]=1.C([SnH](CCCC)CCCC)CCC.C(OOC(=O)C1C=CC=CC=1)(=O)C1C=CC=CC=1. (2) Given the product [CH3:23][O:22][C:19]1[CH:18]=[CH:17][C:16]([C:15]([O:6][CH2:5][CH:4]([OH:7])[CH2:3][N:2]([CH3:8])[CH3:1])([C:24]2[CH:25]=[CH:26][CH:27]=[CH:28][CH:29]=2)[C:14]2[CH:31]=[CH:32][C:11]([O:10][CH3:9])=[CH:12][CH:13]=2)=[CH:21][CH:20]=1, predict the reactants needed to synthesize it. The reactants are: [CH3:1][N:2]([CH3:8])[CH2:3][CH:4]([OH:7])[CH2:5][OH:6].[CH3:9][O:10][C:11]1[CH:32]=[CH:31][C:14]([C:15](Cl)([C:24]2[CH:29]=[CH:28][CH:27]=[CH:26][CH:25]=2)[C:16]2[CH:21]=[CH:20][C:19]([O:22][CH3:23])=[CH:18][CH:17]=2)=[CH:13][CH:12]=1. (3) Given the product [CH:21](=[N:10]/[NH:9][C:1](=[O:8])[C:2]1[CH:7]=[CH:6][CH:5]=[CH:4][CH:3]=1)\[CH2:20][CH2:19][CH2:18][CH2:17][CH2:16][CH2:15][CH2:14][CH2:13][CH:12]=[CH2:11], predict the reactants needed to synthesize it. The reactants are: [C:1]([NH:9][NH2:10])(=[O:8])[C:2]1[CH:7]=[CH:6][CH:5]=[CH:4][CH:3]=1.[CH:11](=O)[CH2:12][CH2:13][CH2:14][CH2:15][CH2:16][CH2:17][CH2:18][CH2:19][CH:20]=[CH2:21]. (4) Given the product [CH3:1][S:2]([NH:5][C:45]([C:43]1[CH:42]=[CH:41][CH:40]=[C:39]([CH2:38][C:37]2[C:36]([C:48]3[CH:53]=[CH:52][CH:51]=[CH:50][CH:49]=3)=[N:35][N:33]3[CH:34]=[C:29]([O:28][CH3:27])[CH:30]=[CH:31][C:32]=23)[N:44]=1)=[O:46])(=[O:4])=[O:3], predict the reactants needed to synthesize it. The reactants are: [CH3:1][S:2]([NH2:5])(=[O:4])=[O:3].CN(C1C=CC=CN=1)C.Cl.CN(C)CCCN=C=NCC.[CH3:27][O:28][C:29]1[CH:30]=[CH:31][C:32]2[N:33]([N:35]=[C:36]([C:48]3[CH:53]=[CH:52][CH:51]=[CH:50][CH:49]=3)[C:37]=2[CH2:38][C:39]2[N:44]=[C:43]([C:45](O)=[O:46])[CH:42]=[CH:41][CH:40]=2)[CH:34]=1.Cl. (5) Given the product [NH2:19][C:16]1[CH:17]=[CH:18][C:13]([S:10]([NH:9][C:3]2[CH:4]=[CH:5][C:6]([I:8])=[CH:7][C:2]=2[Cl:1])(=[O:12])=[O:11])=[CH:14][CH:15]=1, predict the reactants needed to synthesize it. The reactants are: [Cl:1][C:2]1[CH:7]=[C:6]([I:8])[CH:5]=[CH:4][C:3]=1[NH:9][S:10]([C:13]1[CH:18]=[CH:17][C:16]([N+:19]([O-])=O)=[CH:15][CH:14]=1)(=[O:12])=[O:11]. (6) Given the product [Br:1][C:2]1[CH:10]=[C:9]2[C:5]([CH:6]=[C:7]([C:11]([N:13]3[CH2:18][CH2:17][S:16](=[O:20])(=[O:19])[CH2:15][CH2:14]3)=[O:12])[N:8]2[CH2:32][CH2:33][CH2:34][O:35][Si:36]([C:39]([CH3:40])([CH3:42])[CH3:41])([CH3:37])[CH3:38])=[CH:4][C:3]=1[O:21][CH:22]1[CH2:27][CH2:26][N:25]([CH:28]([CH3:30])[CH3:29])[CH2:24][CH2:23]1, predict the reactants needed to synthesize it. The reactants are: [Br:1][C:2]1[CH:10]=[C:9]2[C:5]([CH:6]=[C:7]([C:11]([N:13]3[CH2:18][CH2:17][S:16](=[O:20])(=[O:19])[CH2:15][CH2:14]3)=[O:12])[NH:8]2)=[CH:4][C:3]=1[O:21][CH:22]1[CH2:27][CH2:26][N:25]([CH:28]([CH3:30])[CH3:29])[CH2:24][CH2:23]1.Br[CH2:32][CH2:33][CH2:34][O:35][Si:36]([C:39]([CH3:42])([CH3:41])[CH3:40])([CH3:38])[CH3:37]. (7) Given the product [C:1]([O:5][C:6]([N:8]1[CH2:9][CH2:10][CH:11]([O:14][C:15]2[CH:20]=[CH:19][C:18]([NH:21][C:22]3[C:32]4[CH:31]=[C:30]([C:33]([OH:35])=[O:34])[CH2:29][CH2:28][NH:27][C:26]=4[N:25]=[CH:24][N:23]=3)=[CH:17][C:16]=2[Cl:37])[CH2:12][CH2:13]1)=[O:7])([CH3:4])([CH3:2])[CH3:3], predict the reactants needed to synthesize it. The reactants are: [C:1]([O:5][C:6]([N:8]1[CH2:13][CH2:12][CH:11]([O:14][C:15]2[CH:20]=[CH:19][C:18]([NH:21][C:22]3[C:32]4[CH:31]=[C:30]([C:33]([O:35]C)=[O:34])[CH2:29][CH2:28][NH:27][C:26]=4[N:25]=[CH:24][N:23]=3)=[CH:17][C:16]=2[Cl:37])[CH2:10][CH2:9]1)=[O:7])([CH3:4])([CH3:3])[CH3:2].[OH-].[Na+].Cl. (8) The reactants are: C(N(C(C)C)CC)(C)C.[CH2:10]([NH:17][C:18]([C:20]1[C:21](Cl)=[C:22]2[CH:28]=[N:27][N:26]([CH2:29][CH3:30])[C:23]2=[N:24][CH:25]=1)=[O:19])[C:11]1[CH:16]=[CH:15][CH:14]=[CH:13][CH:12]=1.Cl.[F:33][C:34]1(F)[CH2:39][CH2:38][CH:37]([NH2:40])[CH2:36][CH2:35]1. Given the product [CH2:29]([N:26]1[C:23]2=[N:24][CH:25]=[C:20]([C:18]([NH:17][CH2:10][C:11]3[CH:16]=[CH:15][CH:14]=[CH:13][CH:12]=3)=[O:19])[C:21]([NH:40][CH:37]3[CH2:38][CH2:39][C:34]([F:33])=[CH:35][CH2:36]3)=[C:22]2[CH:28]=[N:27]1)[CH3:30], predict the reactants needed to synthesize it.